Dataset: Peptide-MHC class I binding affinity with 185,985 pairs from IEDB/IMGT. Task: Regression. Given a peptide amino acid sequence and an MHC pseudo amino acid sequence, predict their binding affinity value. This is MHC class I binding data. (1) The peptide sequence is NIVFSPFGY. The MHC is HLA-A30:01 with pseudo-sequence HLA-A30:01. The binding affinity (normalized) is 0.207. (2) The peptide sequence is RRGKANKPR. The MHC is HLA-B73:01 with pseudo-sequence HLA-B73:01. The binding affinity (normalized) is 0.0847. (3) The peptide sequence is VEYHYTFYI. The MHC is HLA-B45:06 with pseudo-sequence HLA-B45:06. The binding affinity (normalized) is 0.213. (4) The peptide sequence is NPIVLHNGM. The MHC is HLA-B35:01 with pseudo-sequence HLA-B35:01. The binding affinity (normalized) is 0.437. (5) The peptide sequence is FIRIIRPDY. The MHC is HLA-A03:01 with pseudo-sequence HLA-A03:01. The binding affinity (normalized) is 0. (6) The peptide sequence is FPIQDFPII. The MHC is HLA-B83:01 with pseudo-sequence HLA-B83:01. The binding affinity (normalized) is 0.268. (7) The peptide sequence is LVMLLVHYA. The MHC is HLA-A68:02 with pseudo-sequence HLA-A68:02. The binding affinity (normalized) is 0.454.